This data is from Merck oncology drug combination screen with 23,052 pairs across 39 cell lines. The task is: Regression. Given two drug SMILES strings and cell line genomic features, predict the synergy score measuring deviation from expected non-interaction effect. (1) Drug 1: COC12C(COC(N)=O)C3=C(C(=O)C(C)=C(N)C3=O)N1CC1NC12. Drug 2: N#Cc1ccc(Cn2cncc2CN2CCN(c3cccc(Cl)c3)C(=O)C2)cc1. Cell line: SW837. Synergy scores: synergy=-23.9. (2) Drug 1: C=CCn1c(=O)c2cnc(Nc3ccc(N4CCN(C)CC4)cc3)nc2n1-c1cccc(C(C)(C)O)n1. Drug 2: Cn1c(=O)n(-c2ccc(C(C)(C)C#N)cc2)c2c3cc(-c4cnc5ccccc5c4)ccc3ncc21. Cell line: MDAMB436. Synergy scores: synergy=27.5. (3) Drug 1: O=S1(=O)NC2(CN1CC(F)(F)F)C1CCC2Cc2cc(C=CCN3CCC(C(F)(F)F)CC3)ccc2C1. Drug 2: Cn1cc(-c2cnn3c(N)c(Br)c(C4CCCNC4)nc23)cn1. Cell line: A375. Synergy scores: synergy=20.6. (4) Drug 1: C=CCn1c(=O)c2cnc(Nc3ccc(N4CCN(C)CC4)cc3)nc2n1-c1cccc(C(C)(C)O)n1. Drug 2: CNC(=O)c1cc(Oc2ccc(NC(=O)Nc3ccc(Cl)c(C(F)(F)F)c3)cc2)ccn1. Cell line: A375. Synergy scores: synergy=4.73.